Dataset: CYP2D6 inhibition data for predicting drug metabolism from PubChem BioAssay. Task: Regression/Classification. Given a drug SMILES string, predict its absorption, distribution, metabolism, or excretion properties. Task type varies by dataset: regression for continuous measurements (e.g., permeability, clearance, half-life) or binary classification for categorical outcomes (e.g., BBB penetration, CYP inhibition). Dataset: cyp2d6_veith. (1) The drug is O=c1c(CCc2ccccc2)nc2cnc(N3CCNCC3)nc2n1Cc1cccs1. The result is 0 (non-inhibitor). (2) The molecule is N#C[C@@H](Cc1ccc(O)c(O)c1)C(=O)N1CCc2ccccc21. The result is 0 (non-inhibitor). (3) The drug is O=c1[nH][nH]c(=S)c(=O)[nH]1. The result is 0 (non-inhibitor). (4) The result is 0 (non-inhibitor). The drug is Cc1ccc(-c2nnc(C)c(N3CC(C)OC(C)C3)n2)cc1. (5) The drug is O=S(=O)(c1ccccc1)N1CCC2(CCCN(Cc3ccccc3)C2)CC1. The result is 1 (inhibitor).